From a dataset of Peptide-MHC class I binding affinity with 185,985 pairs from IEDB/IMGT. Regression. Given a peptide amino acid sequence and an MHC pseudo amino acid sequence, predict their binding affinity value. This is MHC class I binding data. (1) The peptide sequence is FLLFLVLIM. The MHC is HLA-A02:02 with pseudo-sequence HLA-A02:02. The binding affinity (normalized) is 0.268. (2) The peptide sequence is TSCAPMMQK. The MHC is HLA-A24:03 with pseudo-sequence HLA-A24:03. The binding affinity (normalized) is 0.0847. (3) The peptide sequence is KELYPLTSL. The MHC is HLA-B40:01 with pseudo-sequence HLA-B40:01. The binding affinity (normalized) is 0.926. (4) The peptide sequence is KACLEKVQR. The MHC is HLA-A11:01 with pseudo-sequence HLA-A11:01. The binding affinity (normalized) is 0. (5) The peptide sequence is RRIFDLIEL. The MHC is HLA-A24:02 with pseudo-sequence HLA-A24:02. The binding affinity (normalized) is 0. (6) The peptide sequence is GMYYPTNDI. The MHC is HLA-A02:01 with pseudo-sequence HLA-A02:01. The binding affinity (normalized) is 0.483. (7) The peptide sequence is GTMPDLHDY. The MHC is Patr-A0301 with pseudo-sequence Patr-A0301. The binding affinity (normalized) is 0.810. (8) The peptide sequence is RIYRKGNPL. The MHC is HLA-B44:02 with pseudo-sequence HLA-B44:02. The binding affinity (normalized) is 0.0847. (9) The peptide sequence is TSPDLSFSL. The MHC is HLA-A03:01 with pseudo-sequence HLA-A03:01. The binding affinity (normalized) is 0.0847.